From a dataset of Full USPTO retrosynthesis dataset with 1.9M reactions from patents (1976-2016). Predict the reactants needed to synthesize the given product. (1) Given the product [Cl:40][C:37]1[O:36][C:35]([C:31]2[N:32]=[C:33]([NH2:34])[C:28]3[CH:27]=[C:26]([CH2:25][N:5]4[CH2:6][CH2:7][CH2:8][C:3]([F:9])([F:2])[CH2:4]4)[S:41][C:29]=3[N:30]=2)=[CH:39][CH:38]=1, predict the reactants needed to synthesize it. The reactants are: Cl.[F:2][C:3]1([F:9])[CH2:8][CH2:7][CH2:6][NH:5][CH2:4]1.C1COCC1.C(N(C(C)C)CC)(C)C.Br[CH2:25][C:26]1[S:41][C:29]2[N:30]=[C:31]([C:35]3[O:36][C:37]([Cl:40])=[CH:38][CH:39]=3)[N:32]=[C:33]([NH2:34])[C:28]=2[CH:27]=1. (2) The reactants are: [BH-](OC(C)=O)(OC(C)=O)OC(C)=O.[Na+].[O:15]1[C:19]2([CH2:24][CH2:23][C:22](=O)[CH2:21][CH2:20]2)[O:18][CH2:17][CH2:16]1.[CH2:26]([NH2:33])[C:27]1[CH:32]=[CH:31][CH:30]=[CH:29][CH:28]=1. Given the product [CH2:26]([NH:33][CH:22]1[CH2:23][CH2:24][C:19]2([O:18][CH2:17][CH2:16][O:15]2)[CH2:20][CH2:21]1)[C:27]1[CH:32]=[CH:31][CH:30]=[CH:29][CH:28]=1, predict the reactants needed to synthesize it. (3) Given the product [CH3:15][C:16]1([CH3:21])[CH2:17][O:18][C:2]2([C@@H:10]3[C@@:5]([CH:13]=[CH2:14])([CH2:6][CH2:7][CH2:8][C@H:9]3[C:11]#[N:12])[CH2:4][CH2:3]2)[O:1][CH2:19]1, predict the reactants needed to synthesize it. The reactants are: [O:1]=[C:2]1[C@@H:10]2[C@@:5]([CH:13]=[CH2:14])([CH2:6][CH2:7][CH2:8][C@H:9]2[C:11]#[N:12])[CH2:4][CH2:3]1.[CH3:15][C:16]([CH3:21])([CH2:19]O)[CH2:17][OH:18].C1(C)C=CC(S(O)(=O)=O)=CC=1. (4) Given the product [CH:20]1([C:23]([C:29]2[S:33][C:32]([S:34][C:2]3[CH:11]=[C:10]4[C:5]([C:6]([C:13]5[CH:18]=[CH:17][C:16]([F:19])=[CH:15][CH:14]=5)=[CH:7][C:8](=[O:12])[O:9]4)=[CH:4][CH:3]=3)=[N:31][CH:30]=2)([OH:28])[C:24]([F:26])([F:25])[F:27])[CH2:22][CH2:21]1, predict the reactants needed to synthesize it. The reactants are: Br[C:2]1[CH:11]=[C:10]2[C:5]([C:6]([C:13]3[CH:18]=[CH:17][C:16]([F:19])=[CH:15][CH:14]=3)=[CH:7][C:8](=[O:12])[O:9]2)=[CH:4][CH:3]=1.[CH:20]1([C:23]([C:29]2[S:33][C:32]([SH:34])=[N:31][CH:30]=2)([OH:28])[C:24]([F:27])([F:26])[F:25])[CH2:22][CH2:21]1.C(=O)([O-])[O-].[K+].[K+]. (5) The reactants are: [Br:1][C:2]1[CH:3]=[C:4]([CH:7]=[CH:8][C:9]=1[OH:10])[CH:5]=[O:6].C([O-])([O-])=O.[K+].[K+].Br[CH2:18][C:19]([CH3:21])=[CH2:20]. Given the product [Br:1][C:2]1[CH:3]=[C:4]([CH:7]=[CH:8][C:9]=1[O:10][CH2:20][C:19]([CH3:21])=[CH2:18])[CH:5]=[O:6], predict the reactants needed to synthesize it. (6) Given the product [C:23]([C:25]1[C:3](=[O:2])[NH:4][C:11]([CH2:10][F:9])=[C:12]([C:13]([O:15][CH2:16][CH3:17])=[O:14])[CH:26]=1)#[N:24], predict the reactants needed to synthesize it. The reactants are: C[O:2][CH:3](OC)[N:4](C)C.[F:9][CH2:10][C:11](=O)[CH2:12][C:13]([O:15][CH2:16][CH3:17])=[O:14].[O-]CC.[Na+].[C:23]([CH2:25][C:26](N)=O)#[N:24]. (7) The reactants are: [CH:1]12[NH:7][CH:4]([CH2:5][CH2:6]1)[CH2:3][CH:2]2[NH:8][C:9]1[C:10]2[CH:11]=[CH:12][N:13]=[CH:14][C:15]=2[CH:16]=[CH:17][CH:18]=1.[OH:19][CH2:20][CH2:21][O:22][C:23]1[CH:24]=[C:25]([CH:28]=[CH:29][C:30]=1[CH3:31])[CH:26]=O. Given the product [CH:14]1[C:15]2[C:10](=[C:9]([NH:8][CH:2]3[CH2:3][CH:4]4[N:7]([CH2:26][C:25]5[CH:28]=[CH:29][C:30]([CH3:31])=[C:23]([CH:24]=5)[O:22][CH2:21][CH2:20][OH:19])[CH:1]3[CH2:6][CH2:5]4)[CH:18]=[CH:17][CH:16]=2)[CH:11]=[CH:12][N:13]=1, predict the reactants needed to synthesize it.